This data is from Forward reaction prediction with 1.9M reactions from USPTO patents (1976-2016). The task is: Predict the product of the given reaction. (1) Given the reactants [NH2:1][C:2]1[C:10]([NH2:11])=[CH:9][CH:8]=[CH:7][C:3]=1[C:4]([OH:6])=[O:5].[F:12][CH:13]([F:31])[C:14]1[CH:21]=[C:20]([O:22][CH2:23][CH2:24][N:25]2[CH2:30][CH2:29][O:28][CH2:27][CH2:26]2)[CH:19]=[CH:18][C:15]=1[CH:16]=O, predict the reaction product. The product is: [F:31][CH:13]([F:12])[C:14]1[CH:21]=[C:20]([O:22][CH2:23][CH2:24][N:25]2[CH2:30][CH2:29][O:28][CH2:27][CH2:26]2)[CH:19]=[CH:18][C:15]=1[C:16]1[NH:1][C:2]2[C:3]([C:4]([OH:6])=[O:5])=[CH:7][CH:8]=[CH:9][C:10]=2[N:11]=1. (2) Given the reactants [CH3:1][O:2][C:3]([C:5]1[C:6]([OH:30])=[C:7]2[C:12](=[C:13](Br)[N:14]=1)[N:11]([CH2:16][C:17]1[CH:22]=[CH:21][CH:20]=[CH:19][CH:18]=1)[C:10](=[O:23])[C:9]([C:24]1[CH:29]=[CH:28][CH:27]=[CH:26][CH:25]=1)=[CH:8]2)=[O:4].[CH3:31][S:32][C:33]1[N:38]=[CH:37][C:36]([Sn](CCCC)(CCCC)CCCC)=[CH:35][N:34]=1.CCOC(C)=O.Cl, predict the reaction product. The product is: [CH3:1][O:2][C:3]([C:5]1[C:6]([OH:30])=[C:7]2[C:12](=[C:13]([C:36]3[CH:35]=[N:34][C:33]([S:32][CH3:31])=[N:38][CH:37]=3)[N:14]=1)[N:11]([CH2:16][C:17]1[CH:22]=[CH:21][CH:20]=[CH:19][CH:18]=1)[C:10](=[O:23])[C:9]([C:24]1[CH:29]=[CH:28][CH:27]=[CH:26][CH:25]=1)=[CH:8]2)=[O:4]. (3) Given the reactants [CH2:1]([CH:3]1[CH2:5][O:4]1)[CH3:2].[CH2:6]([NH2:13])[C:7]1[CH:12]=[CH:11][CH:10]=[CH:9][CH:8]=1, predict the reaction product. The product is: [CH2:6]([N:13]([CH2:5][CH:3]([OH:4])[CH2:1][CH3:2])[CH2:5][CH:3]([OH:4])[CH2:1][CH3:2])[C:7]1[CH:12]=[CH:11][CH:10]=[CH:9][CH:8]=1. (4) Given the reactants ClC1C(C(O)=O)=CC(C)=C2C=1C=CN2.[Cl:15][C:16]1[C:24]([C:25]([O:27]C)=[O:26])=[CH:23][C:22]([CH2:29][CH2:30][CH3:31])=[C:21]2[C:17]=1[CH:18]=[CH:19][NH:20]2, predict the reaction product. The product is: [Cl:15][C:16]1[C:24]([C:25]([OH:27])=[O:26])=[CH:23][C:22]([CH2:29][CH2:30][CH3:31])=[C:21]2[C:17]=1[CH:18]=[CH:19][NH:20]2. (5) Given the reactants Cl.[C:2]([S:5][CH2:6]/[CH:7]=[C:8]1\[CH2:9][C:10]([CH3:20])([CH3:19])[CH2:11][C:12]2[C:17]\1=[CH:16][C:15]([Br:18])=[CH:14][CH:13]=2)(=[NH:4])[NH2:3].FC(F)(F)C(O)=O.CS(O)(=O)=O, predict the reaction product. The product is: [Br:18][C:15]1[CH:16]=[C:17]2[C:12]([CH2:11][C:10]([CH3:20])([CH3:19])[CH2:9][C:8]32[CH2:7][CH2:6][S:5][C:2]([NH2:3])=[N:4]3)=[CH:13][CH:14]=1. (6) Given the reactants [Br:1][C:2]1[CH:3]=[C:4]([F:10])[C:5]([O:8]C)=[N:6][CH:7]=1.Cl, predict the reaction product. The product is: [Br:1][C:2]1[CH:3]=[C:4]([F:10])[C:5]([OH:8])=[N:6][CH:7]=1. (7) Given the reactants Cl[C:2]1[N:7]=[N:6][C:5]([C:8]2[CH:15]=[CH:14][C:11]([C:12]#[N:13])=[CH:10][CH:9]=2)=[CH:4][CH:3]=1.Cl.[CH:17]([N:20]1[CH2:25][CH2:24][NH:23][CH2:22][CH2:21]1)([CH3:19])[CH3:18].[NH4+].[Cl-], predict the reaction product. The product is: [CH:17]([N:20]1[CH2:25][CH2:24][N:23]([C:2]2[N:7]=[N:6][C:5]([C:8]3[CH:15]=[CH:14][C:11]([C:12]#[N:13])=[CH:10][CH:9]=3)=[CH:4][CH:3]=2)[CH2:22][CH2:21]1)([CH3:19])[CH3:18].